From a dataset of Full USPTO retrosynthesis dataset with 1.9M reactions from patents (1976-2016). Predict the reactants needed to synthesize the given product. (1) Given the product [CH3:25][N:26]([CH3:28])/[CH:27]=[CH:2]/[C:1]([C:4]1[N:8]([CH2:9][C:10]2[CH:15]=[CH:14][CH:13]=[C:12]([O:16][CH3:17])[CH:11]=2)[N:7]=[C:6]([C:18]([O:20][CH2:21][CH3:22])=[O:19])[CH:5]=1)=[O:3], predict the reactants needed to synthesize it. The reactants are: [C:1]([C:4]1[N:8]([CH2:9][C:10]2[CH:15]=[CH:14][CH:13]=[C:12]([O:16][CH3:17])[CH:11]=2)[N:7]=[C:6]([C:18]([O:20][CH2:21][CH3:22])=[O:19])[CH:5]=1)(=[O:3])[CH3:2].CO[CH:25](OC)[N:26]([CH3:28])[CH3:27]. (2) Given the product [Br:1][C:2]1[CH:7]=[CH:6][N:5]=[C:4]2[NH:8][CH:9]=[C:10]([NH2:11])[C:3]=12, predict the reactants needed to synthesize it. The reactants are: [Br:1][C:2]1[CH:7]=[CH:6][N:5]=[C:4]2[NH:8][CH:9]=[C:10]([N+:11]([O-])=O)[C:3]=12.O.O.[Sn](Cl)Cl.[OH-].[Na+]. (3) The reactants are: [Br:1][C:2]1[CH:3]=[C:4]([OH:9])[CH:5]=[C:6]([Br:8])[CH:7]=1.[CH:10]1([CH2:15]O)[CH2:14][CH2:13][CH2:12][CH2:11]1.C(P(CCCC)CCCC)CCC.N(C(N1CCCCC1)=O)=NC(N1CCCCC1)=O. Given the product [Br:1][C:2]1[CH:3]=[C:4]([O:9][CH2:15][CH:10]2[CH2:14][CH2:13][CH2:12][CH2:11]2)[CH:5]=[C:6]([Br:8])[CH:7]=1, predict the reactants needed to synthesize it. (4) Given the product [Cl:1][C:2]1[CH:3]=[C:4]([NH:16][C:17]2[C:26]3[C:21](=[CH:22][CH:23]=[CH:24][C:25]=3[O:27][CH2:29][C:30]([NH:32][CH2:33][CH2:34][N:35]3[CH2:36][CH2:37][O:38][CH2:39][CH2:40]3)=[O:31])[N:20]=[CH:19][N:18]=2)[CH:5]=[CH:6][C:7]=1[O:8][CH2:9][C:10]1[CH:15]=[CH:14][CH:13]=[CH:12][N:11]=1, predict the reactants needed to synthesize it. The reactants are: [Cl:1][C:2]1[CH:3]=[C:4]([NH:16][C:17]2[C:26]3[C:25]([OH:27])=[CH:24][CH:23]=[CH:22][C:21]=3[N:20]=[CH:19][N:18]=2)[CH:5]=[CH:6][C:7]=1[O:8][CH2:9][C:10]1[CH:15]=[CH:14][CH:13]=[CH:12][N:11]=1.Cl[CH2:29][C:30]([NH:32][CH2:33][CH2:34][N:35]1[CH2:40][CH2:39][O:38][CH2:37][CH2:36]1)=[O:31].C(=O)([O-])[O-].[K+].[K+].[I-].[K+]. (5) Given the product [Cl:1][C:2]1[CH:3]=[C:4]([CH:9]([CH:24]([OH:25])[C:23]2[CH:26]=[CH:27][CH:28]=[CH:29][C:22]=2[C:18]2[S:17][CH:21]=[CH:20][CH:19]=2)[C:10]#[N:11])[CH:5]=[CH:6][C:7]=1[Cl:8], predict the reactants needed to synthesize it. The reactants are: [Cl:1][C:2]1[CH:3]=[C:4]([CH2:9][C:10]#[N:11])[CH:5]=[CH:6][C:7]=1[Cl:8].C([Li])CCC.[S:17]1[CH:21]=[CH:20][CH:19]=[C:18]1[C:22]1[CH:29]=[CH:28][CH:27]=[CH:26][C:23]=1[CH:24]=[O:25].C(O)(=O)C. (6) Given the product [Cl:1][C:2]1[CH:3]=[CH:4][C:5]([S:8]([N:11]2[CH2:16][CH2:15][NH:14][C:13](=[O:17])[CH:12]2[CH2:18][C:19]([NH:21][C@@H:22]2[CH2:31][CH2:30][C:29]3[C:24](=[CH:25][CH:26]=[C:27]([CH:32]=[O:38])[CH:28]=3)[CH2:23]2)=[O:20])(=[O:9])=[O:10])=[CH:6][CH:7]=1, predict the reactants needed to synthesize it. The reactants are: [Cl:1][C:2]1[CH:7]=[CH:6][C:5]([S:8]([N:11]2[CH2:16][CH2:15][NH:14][C:13](=[O:17])[CH:12]2[CH2:18][C:19]([NH:21][C@@H:22]2[CH2:31][CH2:30][C:29]3[C:24](=[CH:25][CH:26]=[C:27]([CH:32]=C)[CH:28]=3)[CH2:23]2)=[O:20])(=[O:10])=[O:9])=[CH:4][CH:3]=1.C([OH:38])(C)(C)C.C1COCC1.O.C[N+]1([O-])CCOCC1.P([O-])([O-])([O-])=O. (7) Given the product [F:26][C:20]1[CH:21]=[CH:22][CH:23]=[C:24]([F:25])[C:19]=1[CH2:18][O:17][C:4]1[C:5]2[N:6]([C:8]([C:12]([O:14][CH2:15][CH3:16])=[O:13])=[C:9]([CH3:11])[N:10]=2)[CH:7]=[C:2]([N:67]2[CH2:72][CH2:71][O:70][CH2:69][CH2:68]2)[CH:3]=1, predict the reactants needed to synthesize it. The reactants are: Br[C:2]1[CH:3]=[C:4]([O:17][CH2:18][C:19]2[C:24]([F:25])=[CH:23][CH:22]=[CH:21][C:20]=2[F:26])[C:5]2[N:6]([C:8]([C:12]([O:14][CH2:15][CH3:16])=[O:13])=[C:9]([CH3:11])[N:10]=2)[CH:7]=1.CC(C)([O-])C.[Na+].CC(C1C=C(C(C)C)C(C2C=CC=CC=2P(C2CCCCC2)C2CCCCC2)=C(C(C)C)C=1)C.[NH:67]1[CH2:72][CH2:71][O:70][CH2:69][CH2:68]1. (8) Given the product [CH3:10][O:9][C:7](=[O:8])[CH2:6][C:3]1([CH2:2][O:1][S:19]([CH3:18])(=[O:21])=[O:20])[CH2:5][CH2:4]1, predict the reactants needed to synthesize it. The reactants are: [OH:1][CH2:2][C:3]1([CH2:6][C:7]([O:9][CH3:10])=[O:8])[CH2:5][CH2:4]1.C(N(CC)CC)C.[CH3:18][S:19](Cl)(=[O:21])=[O:20]. (9) Given the product [CH2:1]([O:3][C:4](=[O:31])[CH2:5][C:6]1[CH:7]=[N:8][CH:9]=[C:10]([C:12]2[CH:17]=[CH:16][C:15]([C:18]([F:19])([F:20])[F:21])=[CH:14][C:13]=2[CH2:22][N:23]([C:32](=[O:34])[CH3:33])[CH2:24][C:25]2[CH:30]=[CH:29][CH:28]=[CH:27][N:26]=2)[CH:11]=1)[CH3:2], predict the reactants needed to synthesize it. The reactants are: [CH2:1]([O:3][C:4](=[O:31])[CH2:5][C:6]1[CH:7]=[N:8][CH:9]=[C:10]([C:12]2[CH:17]=[CH:16][C:15]([C:18]([F:21])([F:20])[F:19])=[CH:14][C:13]=2[CH2:22][NH:23][CH2:24][C:25]2[CH:30]=[CH:29][CH:28]=[CH:27][N:26]=2)[CH:11]=1)[CH3:2].[C:32](Cl)(=[O:34])[CH3:33].